The task is: Predict which catalyst facilitates the given reaction.. This data is from Catalyst prediction with 721,799 reactions and 888 catalyst types from USPTO. (1) The catalyst class is: 58. Product: [NH2:10][C:11]1[C:12]([NH2:20])=[C:13]([CH:17]=[CH:18][CH:19]=1)[C:14]([OH:16])=[O:15]. Reactant: OC1C=CNC(=O)C=1O.[NH2:10][C:11]1[C:12]([NH2:20])=[C:13]([CH:17]=[CH:18][CH:19]=1)[C:14]([OH:16])=[O:15].CN(C(ON1N=NC2C=CC=NC1=2)=[N+](C)C)C.F[P-](F)(F)(F)(F)F.C(N(C(C)C)CC)(C)C.N(CCCCN)=[N+]=[N-]. (2) Reactant: [Cl:1][C:2]1[CH:3]=[CH:4][C:5]([O:22][CH2:23][C:24]2[CH:29]=[CH:28][C:27]([Cl:30])=[CH:26][C:25]=2[F:31])=[C:6]([CH:21]=1)[CH2:7][N:8]1[C:17]2[CH:16]=[CH:15][CH:14]=[C:13]([C:18](O)=[O:19])[C:12]=2[CH2:11][CH2:10][CH2:9]1.C1CCN2C(=NCCC2)CC1.[CH3:43][N:44]([CH3:49])[S:45]([NH2:48])(=[O:47])=[O:46]. Product: [Cl:1][C:2]1[CH:3]=[CH:4][C:5]([O:22][CH2:23][C:24]2[CH:29]=[CH:28][C:27]([Cl:30])=[CH:26][C:25]=2[F:31])=[C:6]([CH:21]=1)[CH2:7][N:8]1[C:17]2[CH:16]=[CH:15][CH:14]=[C:13]([C:18]([NH:48][S:45]([N:44]([CH3:49])[CH3:43])(=[O:47])=[O:46])=[O:19])[C:12]=2[CH2:11][CH2:10][CH2:9]1. The catalyst class is: 2.